This data is from Forward reaction prediction with 1.9M reactions from USPTO patents (1976-2016). The task is: Predict the product of the given reaction. (1) The product is: [C:18]([O:17][C:16]([NH:15][CH2:14][CH2:13][N:8]1[C:6]2[N:7]=[C:2]([Cl:1])[N:3]=[CH:4][C:5]=2[CH:10]=[C:9]1[C:11]([OH:23])=[O:12])=[O:22])([CH3:19])([CH3:21])[CH3:20]. Given the reactants [Cl:1][C:2]1[N:3]=[CH:4][C:5]2[CH:10]=[C:9]([CH:11]=[O:12])[N:8]([CH2:13][CH2:14][NH:15][C:16](=[O:22])[O:17][C:18]([CH3:21])([CH3:20])[CH3:19])[C:6]=2[N:7]=1.[OH:23]OS([O-])=O.[K+].CCCCCC.C(OCC)(=O)C, predict the reaction product. (2) Given the reactants [F:1][C:2]1[CH:7]=[CH:6][C:5]([F:8])=[CH:4][C:3]=1[CH:9]([S:13]([C:16]1[CH:22]=[CH:21][C:19]([CH3:20])=[CH:18][CH:17]=1)(=[O:15])=[O:14])[NH:10][CH:11]=O.P(Cl)(Cl)(Cl)=O, predict the reaction product. The product is: [F:1][C:2]1[CH:7]=[CH:6][C:5]([F:8])=[CH:4][C:3]=1[CH:9]([N+:10]#[C-:11])[S:13]([C:16]1[CH:22]=[CH:21][C:19]([CH3:20])=[CH:18][CH:17]=1)(=[O:14])=[O:15]. (3) Given the reactants [Cl:1][C:2]1[C:3]([CH3:22])=[C:4]([S:8]([NH:11][C:12]2[S:13][CH:14]=[C:15]([CH2:17][CH2:18][O:19][CH2:20][CH3:21])[N:16]=2)(=[O:10])=[O:9])[CH:5]=[CH:6][CH:7]=1.Cl.[CH3:24][NH:25][CH3:26].[CH2:27]=O, predict the reaction product. The product is: [Cl:1][C:2]1[C:3]([CH3:22])=[C:4]([S:8]([NH:11][C:12]2[S:13][C:14]([CH2:24][N:25]([CH3:27])[CH3:26])=[C:15]([CH2:17][CH2:18][O:19][CH2:20][CH3:21])[N:16]=2)(=[O:9])=[O:10])[CH:5]=[CH:6][CH:7]=1. (4) The product is: [F:21][C:22]([F:27])([F:26])[C:23]([OH:25])=[O:24].[NH:8]1[CH2:12][CH2:11][C@@H:10]([S:13][C:14]2[CH:19]=[CH:18][C:17]([OH:20])=[CH:16][CH:15]=2)[CH2:9]1. Given the reactants C(OC([N:8]1[CH2:12][CH2:11][C@@H:10]([S:13][C:14]2[CH:19]=[CH:18][C:17]([OH:20])=[CH:16][CH:15]=2)[CH2:9]1)=O)(C)(C)C.[F:21][C:22]([F:27])([F:26])[C:23]([OH:25])=[O:24], predict the reaction product. (5) Given the reactants [CH2:1]([O:8][C:9](=[O:43])[C@H:10]([N:14]([CH2:26][C:27]1[CH:28]=[C:29]2[C:33](=[CH:34][CH:35]=1)[N:32](C(OC(C)(C)C)=O)[CH:31]=[CH:30]2)[S:15]([C:18]1[CH:23]=[CH:22][C:21]([O:24][CH3:25])=[CH:20][CH:19]=1)(=[O:17])=[O:16])[CH:11]([CH3:13])[CH3:12])[C:2]1[CH:7]=[CH:6][CH:5]=[CH:4][CH:3]=1.FC(F)(F)C(O)=O, predict the reaction product. The product is: [CH2:1]([O:8][C:9](=[O:43])[C@H:10]([N:14]([CH2:26][C:27]1[CH:28]=[C:29]2[C:33](=[CH:34][CH:35]=1)[NH:32][CH:31]=[CH:30]2)[S:15]([C:18]1[CH:23]=[CH:22][C:21]([O:24][CH3:25])=[CH:20][CH:19]=1)(=[O:17])=[O:16])[CH:11]([CH3:13])[CH3:12])[C:2]1[CH:7]=[CH:6][CH:5]=[CH:4][CH:3]=1. (6) Given the reactants [Li+].C[Si]([N-][Si](C)(C)C)(C)C.F[C:12]1[C:17]([C:18]2[N:23]=[C:22]([CH3:24])[N:21]=[CH:20][N:19]=2)=[CH:16][C:15]([CH2:25][N:26]2[CH2:31][CH2:30][N:29]([S:32]([CH3:35])(=[O:34])=[O:33])[CH2:28][CH2:27]2)=[CH:14][N:13]=1.[NH2:36][C:37]1[CH:38]=[N:39][C:40]([O:43][CH3:44])=[CH:41][CH:42]=1.C1COCC1, predict the reaction product. The product is: [CH3:44][O:43][C:40]1[N:39]=[CH:38][C:37]([NH:36][C:12]2[C:17]([C:18]3[N:23]=[C:22]([CH3:24])[N:21]=[CH:20][N:19]=3)=[CH:16][C:15]([CH2:25][N:26]3[CH2:31][CH2:30][N:29]([S:32]([CH3:35])(=[O:34])=[O:33])[CH2:28][CH2:27]3)=[CH:14][N:13]=2)=[CH:42][CH:41]=1.